Dataset: Reaction yield outcomes from USPTO patents with 853,638 reactions. Task: Predict the reaction yield, written as a fraction of the theoretical maximum amount of product (1.0 means a 100% yield; for example, 0.34 means a 34% yield). The reactants are [C:1]([C:3]([C:15]1[CH:20]=[CH:19][CH:18]=[CH:17][CH:16]=1)([C:9]1[CH:14]=[CH:13][CH:12]=[CH:11][CH:10]=1)[CH2:4][CH2:5][C:6]([OH:8])=O)#[N:2].Cl.CN(C)CCCN=[C:28]=[N:29][CH2:30][CH3:31].[OH2:33].ON1[C:39]2[CH:40]=[CH:41][CH:42]=[CH:43][C:38]=2N=N1.C(N(CC)C(C)C)(C)C. The catalyst is ClCCl.C(OCC)(=O)C. The product is [O:8]=[C:6]([N:29]1[CH2:28][CH:31]([O:33][C:38]2[CH:43]=[CH:42][CH:41]=[CH:40][CH:39]=2)[CH2:30]1)[CH2:5][CH2:4][C:3]([C:9]1[CH:14]=[CH:13][CH:12]=[CH:11][CH:10]=1)([C:15]1[CH:20]=[CH:19][CH:18]=[CH:17][CH:16]=1)[C:1]#[N:2]. The yield is 0.750.